This data is from Full USPTO retrosynthesis dataset with 1.9M reactions from patents (1976-2016). The task is: Predict the reactants needed to synthesize the given product. (1) The reactants are: [N:1]1[CH:6]=[CH:5][C:4]([C:7]2[CH:8]=[C:9]3[C:14](=[CH:15][CH:16]=2)[N:13]=[C:12]([NH:17][C:18]2[CH:25]=[CH:24][C:21]([CH:22]=[O:23])=[CH:20][CH:19]=2)[N:11]=[CH:10]3)=[CH:3][CH:2]=1.[BH4-].[Na+]. Given the product [N:1]1[CH:2]=[CH:3][C:4]([C:7]2[CH:8]=[C:9]3[C:14](=[CH:15][CH:16]=2)[N:13]=[C:12]([NH:17][C:18]2[CH:25]=[CH:24][C:21]([CH2:22][OH:23])=[CH:20][CH:19]=2)[N:11]=[CH:10]3)=[CH:5][CH:6]=1, predict the reactants needed to synthesize it. (2) Given the product [C:29]([NH:2][CH2:3][CH2:4][NH:5][C:6](=[O:28])[CH2:7][CH2:8]/[CH:9]=[CH:10]\[CH2:11]/[CH:12]=[CH:13]\[CH2:14]/[CH:15]=[CH:16]\[CH2:17]/[CH:18]=[CH:19]\[CH2:20]/[CH:21]=[CH:22]\[CH2:23]/[CH:24]=[CH:25]\[CH2:26][CH3:27])(=[O:49])[CH2:30][CH2:31][CH2:32]/[CH:33]=[CH:34]\[CH2:35]/[CH:36]=[CH:37]\[CH2:38]/[CH:39]=[CH:40]\[CH2:41]/[CH:42]=[CH:43]\[CH2:44]/[CH:45]=[CH:46]\[CH2:47][CH3:48], predict the reactants needed to synthesize it. The reactants are: Cl.[NH2:2][CH2:3][CH2:4][NH:5][C:6](=[O:28])[CH2:7][CH2:8]/[CH:9]=[CH:10]\[CH2:11]/[CH:12]=[CH:13]\[CH2:14]/[CH:15]=[CH:16]\[CH2:17]/[CH:18]=[CH:19]\[CH2:20]/[CH:21]=[CH:22]\[CH2:23]/[CH:24]=[CH:25]\[CH2:26][CH3:27].[C:29](O)(=[O:49])[CH2:30][CH2:31][CH2:32]/[CH:33]=[CH:34]\[CH2:35]/[CH:36]=[CH:37]\[CH2:38]/[CH:39]=[CH:40]\[CH2:41]/[CH:42]=[CH:43]\[CH2:44]/[CH:45]=[CH:46]\[CH2:47][CH3:48].CN(C(ON1N=NC2C=CC=NC1=2)=[N+](C)C)C.F[P-](F)(F)(F)(F)F.CCN(C(C)C)C(C)C. (3) Given the product [Br:12][C:13]1[CH:18]=[CH:17][C:16]([NH:19][C:20]([NH:11][CH2:10][C:7]2[CH:8]=[CH:9][N:4]3[CH:3]=[CH:2][N:1]=[C:5]3[CH:6]=2)=[O:21])=[CH:15][CH:14]=1, predict the reactants needed to synthesize it. The reactants are: [N:1]1[CH:2]=[CH:3][N:4]2[CH:9]=[CH:8][C:7]([CH2:10][NH2:11])=[CH:6][C:5]=12.[Br:12][C:13]1[CH:18]=[CH:17][C:16]([N:19]=[C:20]=[O:21])=[CH:15][CH:14]=1. (4) Given the product [CH2:1]([O:3][C:4]([C:6]1([CH3:24])[CH2:11][CH2:10][CH2:9][N:8]([CH2:12][CH:13]2[O:18][C:17]3[CH:19]=[CH:20][CH:21]=[CH:22][C:16]=3[O:15][CH2:14]2)[CH2:7]1)=[O:5])[CH3:2], predict the reactants needed to synthesize it. The reactants are: [CH2:1]([O:3][C:4]([CH:6]1[CH2:11][CH2:10][CH2:9][N:8]([CH2:12][CH:13]2[O:18][C:17]3[CH:19]=[CH:20][CH:21]=[CH:22][C:16]=3[O:15][CH2:14]2)[CH2:7]1)=[O:5])[CH3:2].[Li+].[CH3:24]C([N-]C(C)C)C.CI. (5) Given the product [F:1][C:2]1[CH:7]=[CH:6][C:5]([C:8]2[C:16]([C:17]3[CH:22]=[CH:21][N:20]=[C:19]([NH:24][CH2:25][CH2:26][C:27]4[NH:31][CH:30]=[N:29][CH:28]=4)[CH:18]=3)=[C:11]3[CH:12]=[CH:13][CH:14]=[CH:15][N:10]3[N:9]=2)=[CH:4][CH:3]=1, predict the reactants needed to synthesize it. The reactants are: [F:1][C:2]1[CH:7]=[CH:6][C:5]([C:8]2[C:16]([C:17]3[CH:22]=[CH:21][N:20]=[C:19](F)[CH:18]=3)=[C:11]3[CH:12]=[CH:13][CH:14]=[CH:15][N:10]3[N:9]=2)=[CH:4][CH:3]=1.[NH2:24][CH2:25][CH2:26][C:27]1[N:31]=[CH:30][NH:29][CH:28]=1.